Dataset: Full USPTO retrosynthesis dataset with 1.9M reactions from patents (1976-2016). Task: Predict the reactants needed to synthesize the given product. Given the product [CH2:2]([N:17]1[C:18]2[C@@:19]3([CH3:29])[C:26]([CH3:28])([CH3:27])[C@H:22]([CH2:21][CH2:20]3)[C:23]=2[C:24](=[O:25])[N:16]1[C:10]1[CH:11]=[CH:12][CH:13]=[CH:14][CH:15]=1)[CH3:3], predict the reactants needed to synthesize it. The reactants are: Br[CH2:2][CH3:3].C(=O)([O-])[O-].[K+].[K+].[C:10]1([N:16]2[C:24](=[O:25])[C:23]3[C@@H:22]4[C:26]([CH3:28])([CH3:27])[C@@:19]([CH3:29])([CH2:20][CH2:21]4)[C:18]=3[NH:17]2)[CH:15]=[CH:14][CH:13]=[CH:12][CH:11]=1.